This data is from Full USPTO retrosynthesis dataset with 1.9M reactions from patents (1976-2016). The task is: Predict the reactants needed to synthesize the given product. (1) Given the product [ClH:1].[Cl:1][C:2]1[CH:10]=[C:9]([F:11])[CH:8]=[CH:7][C:3]=1[C:4]([NH:27][C:23]1[CH:24]=[CH:25][CH:26]=[C:21]([O:20][CH:17]2[CH2:18][CH2:19][N:14]([CH2:12][CH3:13])[CH2:15][CH2:16]2)[CH:22]=1)=[O:5], predict the reactants needed to synthesize it. The reactants are: [Cl:1][C:2]1[CH:10]=[C:9]([F:11])[CH:8]=[CH:7][C:3]=1[C:4](Cl)=[O:5].[CH2:12]([N:14]1[CH2:19][CH2:18][CH:17]([O:20][C:21]2[CH:22]=[C:23]([NH2:27])[CH:24]=[CH:25][CH:26]=2)[CH2:16][CH2:15]1)[CH3:13]. (2) Given the product [CH:31]([C:7]1[N:6]=[C:5]2[NH:4][N:3]=[CH:2][C:10]2=[C:9]([C:11]2[CH:16]=[CH:15][C:14]([NH:17][C:18]([NH:20][C:21]3[CH:26]=[CH:25][CH:24]=[C:23]([C:27]([F:28])([F:29])[F:30])[CH:22]=3)=[O:19])=[CH:13][CH:12]=2)[CH:8]=1)([CH3:33])[CH3:32], predict the reactants needed to synthesize it. The reactants are: N[C:2]1[C:10]2[C:5](=[N:6][C:7]([CH:31]([CH3:33])[CH3:32])=[CH:8][C:9]=2[C:11]2[CH:16]=[CH:15][C:14]([NH:17][C:18]([NH:20][C:21]3[CH:26]=[CH:25][CH:24]=[C:23]([C:27]([F:30])([F:29])[F:28])[CH:22]=3)=[O:19])=[CH:13][CH:12]=2)[NH:4][N:3]=1.S(=O)(=O)(O)O.N([O-])=O.[Na+]. (3) Given the product [C:11]([O:10][C:8]([N:5]1[CH2:4][CH2:3][C:2]([F:1])([F:15])[CH2:7][CH:6]1[C:24]([OH:26])=[O:25])=[O:9])([CH3:12])([CH3:14])[CH3:13], predict the reactants needed to synthesize it. The reactants are: [F:1][C:2]1([F:15])[CH2:7][CH2:6][N:5]([C:8]([O:10][C:11]([CH3:14])([CH3:13])[CH3:12])=[O:9])[CH2:4][CH2:3]1.CN(C)CCN(C)C.[C:24](=[O:26])=[O:25].